The task is: Predict which catalyst facilitates the given reaction.. This data is from Catalyst prediction with 721,799 reactions and 888 catalyst types from USPTO. Reactant: [CH3:1][O:2][C:3]1[C@@H:4]([CH:11]([CH3:13])[CH3:12])[N:5]=[C:6]([O:9][CH3:10])[CH2:7][N:8]=1.C([Li])CCC.Br[CH2:20][C:21]1[CH:22]=[C:23]2[C:28](=[CH:29][CH:30]=1)[N:27]=[CH:26][CH:25]=[CH:24]2. Product: [CH3:10][O:9][C:6]1[C@H:7]([CH2:20][C:21]2[CH:22]=[C:23]3[C:28](=[CH:29][CH:30]=2)[N:27]=[CH:26][CH:25]=[CH:24]3)[N:8]=[C:3]([O:2][CH3:1])[C@@H:4]([CH:11]([CH3:13])[CH3:12])[N:5]=1. The catalyst class is: 7.